This data is from Forward reaction prediction with 1.9M reactions from USPTO patents (1976-2016). The task is: Predict the product of the given reaction. (1) Given the reactants [N+:1]([C:4]1[CH:5]=[C:6]([C:13]([N:15]2[CH2:19][CH2:18][CH2:17][CH2:16]2)=[O:14])[CH:7]=[CH:8][C:9]=1[N+:10]([O-])=O)([O-])=O.[N:20]#[C:21]Br.[O:23]1[C:27]2[CH:28]=[CH:29][C:30]([C:32]3[S:33][CH:34]=[C:35]([C:37](O)=[O:38])[N:36]=3)=[CH:31][C:26]=2[CH2:25][CH2:24]1.F[P-](F)(F)(F)(F)F.N1(OC(N(C)C)=[N+](C)C)C2C=CC=CC=2N=N1.C(OC(C)C)(C)C, predict the reaction product. The product is: [O:23]1[C:27]2[CH:28]=[CH:29][C:30]([C:32]3[S:33][CH:34]=[C:35]([C:37]([NH:20][C:21]4[NH:10][C:9]5[CH:8]=[CH:7][C:6]([C:13]([N:15]6[CH2:19][CH2:18][CH2:17][CH2:16]6)=[O:14])=[CH:5][C:4]=5[N:1]=4)=[O:38])[N:36]=3)=[CH:31][C:26]=2[CH2:25][CH2:24]1. (2) Given the reactants [C:1]([Br:4])(=O)[CH3:2].C[C@@H:6]1[CH2:10][O:9][C:8](=[O:11])[CH2:7]1.[CH3:12]CO, predict the reaction product. The product is: [CH2:10]([O:9][C:8](=[O:11])[CH2:7][C@H:2]([CH3:12])[CH2:1][Br:4])[CH3:6]. (3) Given the reactants [CH3:1][N:2]([CH3:28])[C:3]1([C:22]2[CH:27]=[CH:26][CH:25]=[CH:24][CH:23]=2)[CH2:8][CH2:7][CH:6]([NH:9][C:10](=[O:21])[CH2:11][CH2:12][CH2:13][O:14][C:15]2[CH:20]=[CH:19][CH:18]=[CH:17][CH:16]=2)[CH2:5][CH2:4]1.Cl.O.[Cl:31][Si](C)(C)C, predict the reaction product. The product is: [ClH:31].[CH3:28][N:2]([CH3:1])[C:3]1([C:22]2[CH:27]=[CH:26][CH:25]=[CH:24][CH:23]=2)[CH2:4][CH2:5][CH:6]([NH:9][C:10](=[O:21])[CH2:11][CH2:12][CH2:13][O:14][C:15]2[CH:20]=[CH:19][CH:18]=[CH:17][CH:16]=2)[CH2:7][CH2:8]1. (4) Given the reactants [C:1]([O:9][CH2:10][CH3:11])(=[O:8])[CH2:2][C:3]([O:5][CH2:6][CH3:7])=[O:4].Br.Br[CH2:14][C:15]1[CH:20]=[CH:19][N:18]=[CH:17][CH:16]=1, predict the reaction product. The product is: [N:18]1[CH:19]=[CH:20][C:15]([CH2:14][CH:2]([C:3]([O:5][CH2:6][CH3:7])=[O:4])[C:1]([O:9][CH2:10][CH3:11])=[O:8])=[CH:16][CH:17]=1. (5) Given the reactants [Cl:1][C:2]1[CH:3]=[CH:4][C:5]([O:25][CH3:26])=[C:6]([C@@:8]2([F:24])[C:16]3[C:11](=[CH:12][C:13]([C:17]([F:20])([F:19])[F:18])=[CH:14][CH:15]=3)[N:10]([CH2:21]Cl)[C:9]2=[O:23])[CH:7]=1.[CH2:27]([O:34][C@@H:35]1[C@@H:41]([O:42][CH2:43][C:44]2[CH:49]=[CH:48][CH:47]=[CH:46][CH:45]=2)[C@H:40]([O:50][CH2:51][C:52]2[CH:57]=[CH:56][CH:55]=[CH:54][CH:53]=2)[C@@H:39]([CH2:58][O:59][CH2:60][C:61]2[CH:66]=[CH:65][CH:64]=[CH:63][CH:62]=2)[O:38][CH:36]1[OH:37])[C:28]1[CH:33]=[CH:32][CH:31]=[CH:30][CH:29]=1.C(=O)([O-])[O-].[Cs+].[Cs+], predict the reaction product. The product is: [Cl:1][C:2]1[CH:3]=[CH:4][C:5]([O:25][CH3:26])=[C:6]([C@@:8]2([F:24])[C:16]3[C:11](=[CH:12][C:13]([C:17]([F:19])([F:18])[F:20])=[CH:14][CH:15]=3)[N:10]([CH2:21][O:37][CH:36]3[C@H:35]([O:34][CH2:27][C:28]4[CH:29]=[CH:30][CH:31]=[CH:32][CH:33]=4)[C@@H:41]([O:42][CH2:43][C:44]4[CH:49]=[CH:48][CH:47]=[CH:46][CH:45]=4)[C@@H:40]([O:50][CH2:51][C:52]4[CH:53]=[CH:54][CH:55]=[CH:56][CH:57]=4)[C@@H:39]([CH2:58][O:59][CH2:60][C:61]4[CH:62]=[CH:63][CH:64]=[CH:65][CH:66]=4)[O:38]3)[C:9]2=[O:23])[CH:7]=1. (6) The product is: [CH:14]1([C:12]2[NH:11][N:10]=[C:9]([NH:8][C:6]3[C:5]([N+:17]([O-:19])=[O:18])=[CH:4][CH:3]=[C:2]([NH:30][C@H:28]([C:25]4[N:26]=[CH:27][C:22]([F:21])=[CH:23][N:24]=4)[CH3:29])[N:7]=3)[CH:13]=2)[CH2:16][CH2:15]1. Given the reactants Cl[C:2]1[N:7]=[C:6]([NH:8][C:9]2[CH:13]=[C:12]([CH:14]3[CH2:16][CH2:15]3)[NH:11][N:10]=2)[C:5]([N+:17]([O-:19])=[O:18])=[CH:4][CH:3]=1.Cl.[F:21][C:22]1[CH:23]=[N:24][C:25]([C@@H:28]([NH2:30])[CH3:29])=[N:26][CH:27]=1.C(N(C(C)C)CC)(C)C, predict the reaction product. (7) Given the reactants [CH2:1]1[C@H:6]([NH2:7])[C@@H:5]([O:8][C@H]2O[C@H](CN)[C@@H](O)[C@H](O)[C@H]2O)[C@H](O)[C@@H:3](O[C@H]2O[C@H](CO)[C@@H](O)[C@H](N)[C@H]2O)[C@@H:2]1[NH2:33].OP([O-])(O)=O.[K+].C([O-])(=O)CCC([O-])=O.[C:48]([NH2:51])(=O)C.CCCCCCCCCCCC[O:64]S([O-])(=O)=O.[Na+].CN1C(SCC(NC2C(C(OC)=O)=CC=CC=2)=O)=NN=C1C12CC3CC(CC(C3)C1)C2.CC/C(/C1C=CC(O)=CC=1)=C(\C1C=CC(O)=CC=1)/CC, predict the reaction product. The product is: [NH2:7][C@H:6]([C:5]([OH:8])=[O:64])[CH2:1][C:2]1[N:33]=[CH:48][NH:51][CH:3]=1. (8) Given the reactants [F:1][CH:2]([F:16])[CH:3]([OH:15])[CH2:4][O:5][C:6]1[CH:10]=[C:9]([C:11]([O:13][CH3:14])=[O:12])[O:8][N:7]=1.[CH3:17][S:18](Cl)(=[O:20])=[O:19].C(N(CC)CC)C.C1COCC1, predict the reaction product. The product is: [F:16][CH:2]([F:1])[CH:3]([O:15][S:18]([CH3:17])(=[O:20])=[O:19])[CH2:4][O:5][C:6]1[CH:10]=[C:9]([C:11]([O:13][CH3:14])=[O:12])[O:8][N:7]=1. (9) Given the reactants [H-].[Na+].[CH3:3][O:4][C:5]1[CH:10]=[CH:9][C:8]([CH2:11][OH:12])=[CH:7][CH:6]=1.Cl[C:14]1[C:15]2[S:22][CH:21]=[CH:20][C:16]=2[N:17]=[CH:18][N:19]=1.CO, predict the reaction product. The product is: [CH3:3][O:4][C:5]1[CH:10]=[CH:9][C:8]([CH2:11][O:12][C:14]2[C:15]3[S:22][CH:21]=[CH:20][C:16]=3[N:17]=[CH:18][N:19]=2)=[CH:7][CH:6]=1. (10) Given the reactants [OH:1][C:2]1[CH:9]=[CH:8][C:5]([CH:6]=[O:7])=[CH:4][C:3]=1[N+:10]([O-:12])=[O:11].[OH-].[K+].[F:15][C:16]1[CH:23]=[CH:22][C:19]([CH2:20]Br)=[CH:18][CH:17]=1, predict the reaction product. The product is: [F:15][C:16]1[CH:23]=[CH:22][C:19]([CH2:20][O:1][C:2]2[CH:9]=[CH:8][C:5]([CH:6]=[O:7])=[CH:4][C:3]=2[N+:10]([O-:12])=[O:11])=[CH:18][CH:17]=1.